Task: Predict the product of the given reaction.. Dataset: Forward reaction prediction with 1.9M reactions from USPTO patents (1976-2016) (1) Given the reactants [O:1]1[CH2:6][CH2:5][CH2:4][CH2:3][CH:2]1[N:7]1[C:15]2[C:10](=[CH:11][C:12]([C:16]#[C:17][CH2:18][CH2:19]O)=[CH:13][CH:14]=2)[CH:9]=[N:8]1.[B-](F)(F)(F)[F:22].CCN([S+](F)F)CC.C([O-])(O)=O.[Na+], predict the reaction product. The product is: [F:22][CH2:19][CH2:18][C:17]#[C:16][C:12]1[CH:11]=[C:10]2[C:15](=[CH:14][CH:13]=1)[N:7]([CH:2]1[CH2:3][CH2:4][CH2:5][CH2:6][O:1]1)[N:8]=[CH:9]2. (2) Given the reactants [C:1]([Si:5]([O:8][CH:9]([CH2:14][CH2:15][C:16]1[CH:21]=[CH:20][C:19]([C:22]([CH2:41][CH3:42])([C:25]2[CH:30]=[CH:29][C:28](B3OC(C)(C)C(C)(C)O3)=[C:27]([CH3:40])[CH:26]=2)[CH2:23][CH3:24])=[CH:18][C:17]=1[CH3:43])[C:10]([CH3:13])([CH3:12])[CH3:11])([CH3:7])[CH3:6])([CH3:4])([CH3:3])[CH3:2].[CH3:44][O:45][C:46](=[O:63])[C@@H:47]([NH:55][C:56]([O:58][C:59]([CH3:62])([CH3:61])[CH3:60])=[O:57])[C:48]1[CH:53]=[CH:52][C:51](Cl)=[CH:50][CH:49]=1.C1(P(C2CCCCC2)C2C=CC=CC=2C2C(OC)=CC=CC=2OC)CCCCC1.P([O-])([O-])([O-])=O.[K+].[K+].[K+], predict the reaction product. The product is: [CH3:44][O:45][C:46](=[O:63])[C@@H:47]([NH:55][C:56]([O:58][C:59]([CH3:62])([CH3:61])[CH3:60])=[O:57])[C:48]1[CH:53]=[CH:52][C:51]([C:28]2[CH:29]=[CH:30][C:25]([C:22]([C:19]3[CH:20]=[CH:21][C:16]([CH2:15][CH2:14][CH:9]([O:8][Si:5]([C:1]([CH3:4])([CH3:3])[CH3:2])([CH3:6])[CH3:7])[C:10]([CH3:13])([CH3:12])[CH3:11])=[C:17]([CH3:43])[CH:18]=3)([CH2:23][CH3:24])[CH2:41][CH3:42])=[CH:26][C:27]=2[CH3:40])=[CH:50][CH:49]=1. (3) Given the reactants [CH2:1]([O:8][C:9]([N:11]1[CH2:15][CH2:14][CH2:13][C@@H:12]1[C:16]1[O:17][CH:18]=[C:19]([C:21](OC)=[O:22])[N:20]=1)=[O:10])[C:2]1[CH:7]=[CH:6][CH:5]=[CH:4][CH:3]=1.[Li+].[BH4-].C(OCC)(=O)C.Cl, predict the reaction product. The product is: [OH:22][CH2:21][C:19]1[N:20]=[C:16]([C@H:12]2[CH2:13][CH2:14][CH2:15][N:11]2[C:9]([O:8][CH2:1][C:2]2[CH:7]=[CH:6][CH:5]=[CH:4][CH:3]=2)=[O:10])[O:17][CH:18]=1. (4) Given the reactants Br[C:2]1[CH:3]=[C:4]2[C:10]([C:11]3[C:12]([CH3:25])=[N:13][N:14]([CH2:17][C:18]4[CH:23]=[CH:22][CH:21]=[C:20]([F:24])[CH:19]=4)[C:15]=3[CH3:16])=[CH:9][N:8]([S:26]([C:29]3[CH:35]=[CH:34][C:32]([CH3:33])=[CH:31][CH:30]=3)(=[O:28])=[O:27])[C:5]2=[N:6][CH:7]=1.[CH2:36]([O:43][CH2:44][CH2:45][O:46][C:47]1[CH:52]=[CH:51][C:50](B2OC(C)(C)C(C)(C)O2)=[CH:49][C:48]=1[NH:62][S:63]([CH3:66])(=[O:65])=[O:64])[C:37]1[CH:42]=[CH:41][CH:40]=[CH:39][CH:38]=1.C(=O)([O-])[O-].[Na+].[Na+], predict the reaction product. The product is: [CH2:36]([O:43][CH2:44][CH2:45][O:46][C:47]1[CH:52]=[CH:51][C:50]([C:2]2[CH:3]=[C:4]3[C:10]([C:11]4[C:12]([CH3:25])=[N:13][N:14]([CH2:17][C:18]5[CH:23]=[CH:22][CH:21]=[C:20]([F:24])[CH:19]=5)[C:15]=4[CH3:16])=[CH:9][N:8]([S:26]([C:29]4[CH:30]=[CH:31][C:32]([CH3:33])=[CH:34][CH:35]=4)(=[O:27])=[O:28])[C:5]3=[N:6][CH:7]=2)=[CH:49][C:48]=1[NH:62][S:63]([CH3:66])(=[O:64])=[O:65])[C:37]1[CH:38]=[CH:39][CH:40]=[CH:41][CH:42]=1. (5) Given the reactants Br[C:2]1[C:10]2[O:9][CH2:8][C@@H:7]([N:11]([C:26](=[O:31])[C:27]([F:30])([F:29])[F:28])[C:12]3[CH:25]=[CH:24][C:15]4[C@H:16]([CH2:19][C:20]([O:22][CH3:23])=[O:21])[CH2:17][O:18][C:14]=4[CH:13]=3)[C:6]=2[CH:5]=[CH:4][CH:3]=1.[CH3:32][C:33]1[CH:38]=[CH:37][N:36]=[C:35]([NH2:39])[CH:34]=1.C(=O)([O-])[O-].[Cs+].[Cs+].C1(P(C2C=CC=CC=2)C2C3OC4C(=CC=CC=4P(C4C=CC=CC=4)C4C=CC=CC=4)C(C)(C)C=3C=CC=2)C=CC=CC=1, predict the reaction product. The product is: [CH3:32][C:33]1[CH:38]=[CH:37][N:36]=[C:35]([NH:39][C:2]2[C:10]3[O:9][CH2:8][C@@H:7]([N:11]([C:26](=[O:31])[C:27]([F:30])([F:29])[F:28])[C:12]4[CH:25]=[CH:24][C:15]5[C@H:16]([CH2:19][C:20]([O:22][CH3:23])=[O:21])[CH2:17][O:18][C:14]=5[CH:13]=4)[C:6]=3[CH:5]=[CH:4][CH:3]=2)[CH:34]=1.[CH3:32][C:33]1[CH:38]=[CH:37][N:36]=[C:35]([NH:39][C:2]2[C:10]3[O:9][CH2:8][C@@H:7]([NH:11][C:12]4[CH:25]=[CH:24][C:15]5[C@H:16]([CH2:19][C:20]([O:22][CH3:23])=[O:21])[CH2:17][O:18][C:14]=5[CH:13]=4)[C:6]=3[CH:5]=[CH:4][CH:3]=2)[CH:34]=1. (6) Given the reactants [CH3:1][C:2]1[O:3][C:4]([C:8]([OH:10])=O)=[C:5]([CH3:7])[N:6]=1.O1CCCC1.S(Cl)(Cl)=O.[NH2:20][C:21]1[CH:22]=[C:23]([CH:40]=[CH:41][C:42]=1[F:43])[O:24][C:25]1[CH:26]=[CH:27][C:28]2[N:29]([N:31]=[C:32]([NH:34][C:35]([CH:37]3[CH2:39][CH2:38]3)=[O:36])[N:33]=2)[CH:30]=1, predict the reaction product. The product is: [CH:37]1([C:35]([NH:34][C:32]2[N:33]=[C:28]3[CH:27]=[CH:26][C:25]([O:24][C:23]4[CH:40]=[CH:41][C:42]([F:43])=[C:21]([NH:20][C:8]([C:4]5[O:3][C:2]([CH3:1])=[N:6][C:5]=5[CH3:7])=[O:10])[CH:22]=4)=[CH:30][N:29]3[N:31]=2)=[O:36])[CH2:38][CH2:39]1. (7) Given the reactants [N:1]1[NH:2][N:3]=[CH:4][CH:5]=1.C(=O)([O-])[O-].[Cs+].[Cs+].CN[C@@H]1CCCC[C@H]1NC.[F:22][C:23]1[CH:24]=[CH:25][C:26](I)=[C:27]([CH:31]=1)[C:28]([OH:30])=[O:29], predict the reaction product. The product is: [F:22][C:23]1[CH:24]=[CH:25][C:26]([N:2]2[N:3]=[CH:4][CH:5]=[N:1]2)=[C:27]([CH:31]=1)[C:28]([OH:30])=[O:29].[F:22][C:23]1[CH:24]=[CH:25][C:26]([N:1]2[CH:5]=[CH:4][N:3]=[N:2]2)=[C:27]([CH:31]=1)[C:28]([OH:30])=[O:29]. (8) Given the reactants [C:1]([C:5]1[CH:10]=[CH:9][CH:8]=[CH:7][C:6]=1[N:11]1[CH2:16][CH2:15][N:14]([C:17](=[O:21])[C:18]([OH:20])=O)[CH2:13][CH2:12]1)([CH3:4])([CH3:3])[CH3:2].[NH2:22][CH2:23][C:24]([CH3:27])([OH:26])[CH3:25].CCN=C=NCCCN(C)C.C1C=CC2N(O)N=NC=2C=1.C(=O)([O-])O.[Na+], predict the reaction product. The product is: [C:1]([C:5]1[CH:10]=[CH:9][CH:8]=[CH:7][C:6]=1[N:11]1[CH2:12][CH2:13][N:14]([C:17](=[O:21])[C:18]([NH:22][CH2:23][C:24]([OH:26])([CH3:27])[CH3:25])=[O:20])[CH2:15][CH2:16]1)([CH3:4])([CH3:3])[CH3:2].